Task: Regression. Given two drug SMILES strings and cell line genomic features, predict the synergy score measuring deviation from expected non-interaction effect.. Dataset: NCI-60 drug combinations with 297,098 pairs across 59 cell lines (1) Drug 1: CCC1=C2CN3C(=CC4=C(C3=O)COC(=O)C4(CC)O)C2=NC5=C1C=C(C=C5)O. Drug 2: C1CN1C2=NC(=NC(=N2)N3CC3)N4CC4. Cell line: PC-3. Synergy scores: CSS=26.9, Synergy_ZIP=-6.29, Synergy_Bliss=-5.11, Synergy_Loewe=-0.354, Synergy_HSA=0.544. (2) Drug 1: C1CN1P(=S)(N2CC2)N3CC3. Drug 2: C1C(C(OC1N2C=NC3=C(N=C(N=C32)Cl)N)CO)O. Cell line: NCIH23. Synergy scores: CSS=33.2, Synergy_ZIP=-5.29, Synergy_Bliss=-2.83, Synergy_Loewe=-14.6, Synergy_HSA=-0.171. (3) Drug 1: C1=NC2=C(N=C(N=C2N1C3C(C(C(O3)CO)O)F)Cl)N. Drug 2: CCC1(CC2CC(C3=C(CCN(C2)C1)C4=CC=CC=C4N3)(C5=C(C=C6C(=C5)C78CCN9C7C(C=CC9)(C(C(C8N6C)(C(=O)OC)O)OC(=O)C)CC)OC)C(=O)OC)O.OS(=O)(=O)O. Cell line: SNB-75. Synergy scores: CSS=-0.849, Synergy_ZIP=2.41, Synergy_Bliss=4.21, Synergy_Loewe=0.712, Synergy_HSA=0.253. (4) Drug 1: CC1=CC2C(CCC3(C2CCC3(C(=O)C)OC(=O)C)C)C4(C1=CC(=O)CC4)C. Drug 2: CCC1(CC2CC(C3=C(CCN(C2)C1)C4=CC=CC=C4N3)(C5=C(C=C6C(=C5)C78CCN9C7C(C=CC9)(C(C(C8N6C=O)(C(=O)OC)O)OC(=O)C)CC)OC)C(=O)OC)O.OS(=O)(=O)O. Cell line: SK-MEL-2. Synergy scores: CSS=57.2, Synergy_ZIP=14.6, Synergy_Bliss=14.3, Synergy_Loewe=-40.2, Synergy_HSA=10.1. (5) Drug 1: CN1CCC(CC1)COC2=C(C=C3C(=C2)N=CN=C3NC4=C(C=C(C=C4)Br)F)OC. Drug 2: C1=NC2=C(N1)C(=S)N=C(N2)N. Cell line: SK-MEL-2. Synergy scores: CSS=21.3, Synergy_ZIP=-5.03, Synergy_Bliss=0.0238, Synergy_Loewe=-2.90, Synergy_HSA=-2.37. (6) Drug 1: C1CN(P(=O)(OC1)NCCCl)CCCl. Drug 2: CC1C(C(CC(O1)OC2CC(CC3=C2C(=C4C(=C3O)C(=O)C5=CC=CC=C5C4=O)O)(C(=O)C)O)N)O. Cell line: RPMI-8226. Synergy scores: CSS=34.6, Synergy_ZIP=-2.26, Synergy_Bliss=-5.20, Synergy_Loewe=-22.6, Synergy_HSA=-3.07. (7) Drug 1: C1=CC(=CC=C1C#N)C(C2=CC=C(C=C2)C#N)N3C=NC=N3. Drug 2: CC1=C(C=C(C=C1)C(=O)NC2=CC(=CC(=C2)C(F)(F)F)N3C=C(N=C3)C)NC4=NC=CC(=N4)C5=CN=CC=C5. Cell line: HOP-62. Synergy scores: CSS=24.2, Synergy_ZIP=3.96, Synergy_Bliss=8.26, Synergy_Loewe=7.81, Synergy_HSA=9.39.